From a dataset of Cav3 T-type calcium channel HTS with 100,875 compounds. Binary Classification. Given a drug SMILES string, predict its activity (active/inactive) in a high-throughput screening assay against a specified biological target. (1) The drug is Fc1ccc(C(Oc2c3c(c(oc3C)C)c(=O)cc(c2)c2ccc(OC)cc2)=O)cc1. The result is 0 (inactive). (2) The compound is O=C(N1CCN(CC1)c1nc(N2CCN(CC2)C(=O)C(n2nnc(c2)C(N)CC(C)C)C(CC)C)nc(n1)NCCOCCOCCOCC#C)C(n1nnc(c1)C(N)CC(C)C)C(CC)C. The result is 0 (inactive). (3) The molecule is S(CCC(NC(=O)NCCC=1CCCCC1)C(O)=O)C. The result is 0 (inactive). (4) The drug is O1CCN(CC1)C(=O)c1ccc(n2cccc2)cc1. The result is 0 (inactive).